Regression. Given two drug SMILES strings and cell line genomic features, predict the synergy score measuring deviation from expected non-interaction effect. From a dataset of NCI-60 drug combinations with 297,098 pairs across 59 cell lines. (1) Drug 1: CC12CCC(CC1=CCC3C2CCC4(C3CC=C4C5=CN=CC=C5)C)O. Drug 2: C(=O)(N)NO. Cell line: CAKI-1. Synergy scores: CSS=10.4, Synergy_ZIP=-5.76, Synergy_Bliss=-5.66, Synergy_Loewe=-4.98, Synergy_HSA=-3.12. (2) Drug 1: CN(CC1=CN=C2C(=N1)C(=NC(=N2)N)N)C3=CC=C(C=C3)C(=O)NC(CCC(=O)O)C(=O)O. Drug 2: CNC(=O)C1=NC=CC(=C1)OC2=CC=C(C=C2)NC(=O)NC3=CC(=C(C=C3)Cl)C(F)(F)F. Cell line: SW-620. Synergy scores: CSS=77.9, Synergy_ZIP=0.284, Synergy_Bliss=-1.26, Synergy_Loewe=-6.39, Synergy_HSA=2.02. (3) Drug 1: CNC(=O)C1=CC=CC=C1SC2=CC3=C(C=C2)C(=NN3)C=CC4=CC=CC=N4. Drug 2: C1=CC(=CC=C1CCC2=CNC3=C2C(=O)NC(=N3)N)C(=O)NC(CCC(=O)O)C(=O)O. Cell line: EKVX. Synergy scores: CSS=5.52, Synergy_ZIP=-1.70, Synergy_Bliss=-2.17, Synergy_Loewe=-2.97, Synergy_HSA=-3.43. (4) Synergy scores: CSS=50.2, Synergy_ZIP=-0.913, Synergy_Bliss=-1.54, Synergy_Loewe=-0.156, Synergy_HSA=0.968. Drug 1: CC1=C(C(=CC=C1)Cl)NC(=O)C2=CN=C(S2)NC3=CC(=NC(=N3)C)N4CCN(CC4)CCO. Cell line: NCIH23. Drug 2: N.N.Cl[Pt+2]Cl. (5) Drug 1: CC(C1=C(C=CC(=C1Cl)F)Cl)OC2=C(N=CC(=C2)C3=CN(N=C3)C4CCNCC4)N. Drug 2: C1=NC2=C(N=C(N=C2N1C3C(C(C(O3)CO)O)F)Cl)N. Cell line: IGROV1. Synergy scores: CSS=26.7, Synergy_ZIP=-7.25, Synergy_Bliss=3.63, Synergy_Loewe=-0.805, Synergy_HSA=3.02. (6) Drug 1: CC1=C(C(=CC=C1)Cl)NC(=O)C2=CN=C(S2)NC3=CC(=NC(=N3)C)N4CCN(CC4)CCO. Drug 2: CC1=C(C(=O)C2=C(C1=O)N3CC4C(C3(C2COC(=O)N)OC)N4)N. Cell line: M14. Synergy scores: CSS=51.6, Synergy_ZIP=-2.94, Synergy_Bliss=-4.33, Synergy_Loewe=-4.49, Synergy_HSA=-1.67. (7) Drug 1: C1=CC=C(C(=C1)C(C2=CC=C(C=C2)Cl)C(Cl)Cl)Cl. Drug 2: CCN(CC)CCCC(C)NC1=C2C=C(C=CC2=NC3=C1C=CC(=C3)Cl)OC. Cell line: MOLT-4. Synergy scores: CSS=37.2, Synergy_ZIP=-0.171, Synergy_Bliss=-0.893, Synergy_Loewe=-46.0, Synergy_HSA=-0.929. (8) Drug 1: CCC(=C(C1=CC=CC=C1)C2=CC=C(C=C2)OCCN(C)C)C3=CC=CC=C3.C(C(=O)O)C(CC(=O)O)(C(=O)O)O. Drug 2: CS(=O)(=O)CCNCC1=CC=C(O1)C2=CC3=C(C=C2)N=CN=C3NC4=CC(=C(C=C4)OCC5=CC(=CC=C5)F)Cl. Cell line: A549. Synergy scores: CSS=3.66, Synergy_ZIP=-1.57, Synergy_Bliss=0.933, Synergy_Loewe=-10.8, Synergy_HSA=-3.01. (9) Drug 1: CC12CCC3C(C1CCC2O)C(CC4=C3C=CC(=C4)O)CCCCCCCCCS(=O)CCCC(C(F)(F)F)(F)F. Drug 2: C1CCC(C(C1)N)N.C(=O)(C(=O)[O-])[O-].[Pt+4]. Cell line: OVCAR3. Synergy scores: CSS=9.05, Synergy_ZIP=-1.86, Synergy_Bliss=-0.128, Synergy_Loewe=-12.3, Synergy_HSA=-4.32. (10) Drug 1: C1C(C(OC1N2C=NC(=NC2=O)N)CO)O. Drug 2: C(CCl)NC(=O)N(CCCl)N=O. Cell line: SF-539. Synergy scores: CSS=10.3, Synergy_ZIP=-1.61, Synergy_Bliss=0.201, Synergy_Loewe=-2.91, Synergy_HSA=-3.65.